This data is from Peptide-MHC class II binding affinity with 134,281 pairs from IEDB. The task is: Regression. Given a peptide amino acid sequence and an MHC pseudo amino acid sequence, predict their binding affinity value. This is MHC class II binding data. (1) The peptide sequence is LVGPFNFRFMSKGGM. The MHC is HLA-DQA10501-DQB10201 with pseudo-sequence HLA-DQA10501-DQB10201. The binding affinity (normalized) is 0.0643. (2) The peptide sequence is VFLGSAYGIPKVPPG. The MHC is DRB1_0802 with pseudo-sequence DRB1_0802. The binding affinity (normalized) is 0.121. (3) The peptide sequence is GENQIVDKIDAAFKI. The binding affinity (normalized) is 0.624. The MHC is DRB3_0101 with pseudo-sequence DRB3_0101. (4) The peptide sequence is FETIVVTVDSLPEFK. The MHC is DRB1_0401 with pseudo-sequence DRB1_0401. The binding affinity (normalized) is 0.543. (5) The MHC is HLA-DPA10103-DPB10201 with pseudo-sequence HLA-DPA10103-DPB10201. The peptide sequence is MKDLDEPGHLAPTGM. The binding affinity (normalized) is 0.0123.